Dataset: Full USPTO retrosynthesis dataset with 1.9M reactions from patents (1976-2016). Task: Predict the reactants needed to synthesize the given product. Given the product [ClH:1].[O:2]1[C@@H:14]2[C@@:15]34[CH2:17][CH2:18][N:19]([CH2:46][CH2:45][C:39]5[CH:44]=[CH:43][CH:42]=[CH:41][CH:40]=5)[C@@H:9]([C@:10]3([O:21][CH2:22][CH2:23][CH2:24][C:25]3[CH:26]=[CH:27][CH:28]=[CH:29][CH:30]=3)[CH2:11][CH2:12][C:13]2=[O:20])[CH2:8][C:7]2=[C:16]4[C:3]1=[C:4]([O:31][CH3:32])[CH:5]=[CH:6]2, predict the reactants needed to synthesize it. The reactants are: [ClH:1].[O:2]1[C@@H:14]2[C@@:15]34[CH2:17][CH2:18][NH:19][C@@H:9]([C@:10]3([O:21][CH2:22][CH2:23][CH2:24][C:25]3[CH:30]=[CH:29][CH:28]=[CH:27][CH:26]=3)[CH2:11][CH2:12][C:13]2=[O:20])[CH2:8][C:7]2=[C:16]4[C:3]1=[C:4]([O:31][CH3:32])[CH:5]=[CH:6]2.C(=O)([O-])[O-].[K+].[K+].[C:39]1([CH2:45][CH2:46]Br)[CH:44]=[CH:43][CH:42]=[CH:41][CH:40]=1.